This data is from Reaction yield outcomes from USPTO patents with 853,638 reactions. The task is: Predict the reaction yield, written as a fraction of the theoretical maximum amount of product (1.0 means a 100% yield; for example, 0.34 means a 34% yield). (1) The reactants are [Cl:1][CH2:2][CH2:3][CH2:4][CH2:5][OH:6].N1C=CN=C1.[CH3:12][C:13]([Si:16](Cl)([CH3:18])[CH3:17])([CH3:15])[CH3:14]. The catalyst is C(Cl)Cl. The product is [C:13]([Si:16]([O:6][CH2:5][CH2:4][CH2:3][CH2:2][Cl:1])([CH3:18])[CH3:17])([CH3:15])([CH3:14])[CH3:12]. The yield is 0.500. (2) The reactants are [C:1]([O:5][C:6](=[O:64])[CH:7]([NH:13][C:14](=[O:63])[CH2:15][CH2:16][CH:17]([C:56]([O:58][C:59]([CH3:62])([CH3:61])[CH3:60])=[O:57])[NH:18][C:19]([CH:21]1[CH2:26][CH2:25][CH:24]([CH2:27][NH:28][C:29](=[O:55])[CH2:30][CH2:31][CH2:32][CH2:33][CH2:34][CH2:35][CH2:36][CH2:37][CH2:38][CH2:39][CH2:40][CH2:41][CH2:42][CH2:43][CH2:44][CH2:45][CH2:46][CH2:47][C:48]([O:50][C:51]([CH3:54])([CH3:53])[CH3:52])=[O:49])[CH2:23][CH2:22]1)=[O:20])[CH2:8][CH2:9][C:10]([OH:12])=[O:11])([CH3:4])([CH3:3])[CH3:2].[B-](F)(F)(F)F.CN(C(O[N:78]1[C:83](=[O:84])[CH2:82][CH2:81][C:79]1=[O:80])=[N+](C)C)C.CCN(C(C)C)C(C)C. The catalyst is C1COCC1. The product is [O:80]=[C:79]1[CH2:81][CH2:82][C:83](=[O:84])[N:78]1[O:11][C:10](=[O:12])[CH2:9][CH2:8][CH:7]([NH:13][C:14](=[O:63])[CH2:15][CH2:16][CH:17]([C:56]([O:58][C:59]([CH3:62])([CH3:61])[CH3:60])=[O:57])[NH:18][C:19]([CH:21]1[CH2:26][CH2:25][CH:24]([CH2:27][NH:28][C:29](=[O:55])[CH2:30][CH2:31][CH2:32][CH2:33][CH2:34][CH2:35][CH2:36][CH2:37][CH2:38][CH2:39][CH2:40][CH2:41][CH2:42][CH2:43][CH2:44][CH2:45][CH2:46][CH2:47][C:48]([O:50][C:51]([CH3:52])([CH3:53])[CH3:54])=[O:49])[CH2:23][CH2:22]1)=[O:20])[C:6]([O:5][C:1]([CH3:2])([CH3:3])[CH3:4])=[O:64]. The yield is 0.870. (3) The reactants are [C:1](O[BH-](OC(=O)C)OC(=O)C)(=O)C.[Na+].[NH:15]1[CH2:20][CH2:19][CH:18]([C:21]2[N:26]=[CH:25][C:24]([C:27]([O:29][CH3:30])=[O:28])=[CH:23][N:22]=2)[CH2:17][CH2:16]1.C=O.C(O)(=O)C. The catalyst is CO. The product is [CH3:1][N:15]1[CH2:20][CH2:19][CH:18]([C:21]2[N:22]=[CH:23][C:24]([C:27]([O:29][CH3:30])=[O:28])=[CH:25][N:26]=2)[CH2:17][CH2:16]1. The yield is 0.940. (4) The reactants are [Br:1][C:2]1[C:3]([CH3:18])=[C:4]2[C:11]([C:12]#[N:13])=[CH:10][N:9](C(C)(C)C)[C:5]2=[N:6][C:7]=1[CH3:8].[Cl-].[Cl-].[Cl-].[Al+3].O.Cl. The catalyst is ClC1C=CC=CC=1.ClCCl. The product is [Br:1][C:2]1[C:3]([CH3:18])=[C:4]2[C:11]([C:12]#[N:13])=[CH:10][NH:9][C:5]2=[N:6][C:7]=1[CH3:8]. The yield is 0.900.